From a dataset of Reaction yield outcomes from USPTO patents with 853,638 reactions. Predict the reaction yield, written as a fraction of the theoretical maximum amount of product (1.0 means a 100% yield; for example, 0.34 means a 34% yield). The reactants are O[CH2:2][CH:3]1[CH2:8][CH2:7][CH2:6][N:5]([C:9]([C:11]2[S:12][C:13]([C:16]3[C:20]([CH3:21])=[C:19]([C:22]([F:25])([F:24])[F:23])[O:18][N:17]=3)=[CH:14][CH:15]=2)=[O:10])[CH2:4]1.[CH2:26]([N:28](CC)[CH2:29]C)C.CS([Cl:37])(=O)=O.CNC. The yield is 0.520. The product is [ClH:37].[CH3:26][N:28]([CH2:2][CH:3]1[CH2:8][CH2:7][CH2:6][N:5]([C:9]([C:11]2[S:12][C:13]([C:16]3[C:20]([CH3:21])=[C:19]([C:22]([F:25])([F:24])[F:23])[O:18][N:17]=3)=[CH:14][CH:15]=2)=[O:10])[CH2:4]1)[CH3:29]. The catalyst is C(Cl)Cl.C(#N)C.C1COCC1.